From a dataset of Forward reaction prediction with 1.9M reactions from USPTO patents (1976-2016). Predict the product of the given reaction. (1) Given the reactants [OH:1][CH2:2][CH2:3][CH2:4][C:5]1[C:13]2[C:8](=[CH:9][CH:10]=[CH:11][CH:12]=2)[NH:7][C:6]=1[C:14]([O:16][CH2:17][CH3:18])=[O:15].[CH:19]1[C:24](O)=[CH:23][CH:22]=[C:21]([CH3:26])[CH:20]=1, predict the reaction product. The product is: [C:21]1([CH3:26])[CH:22]=[CH:23][C:24]([O:1][CH2:2][CH2:3][CH2:4][C:5]2[C:13]3[C:8](=[CH:9][CH:10]=[CH:11][CH:12]=3)[NH:7][C:6]=2[C:14]([O:16][CH2:17][CH3:18])=[O:15])=[CH:19][CH:20]=1. (2) The product is: [C:13]([O:17][C:18]([NH:1][CH2:2][CH2:3][CH2:4][OH:5])=[O:19])([CH3:16])([CH3:15])[CH3:14]. Given the reactants [NH2:1][CH2:2][CH2:3][CH2:4][OH:5].C(N(CC)CC)C.[C:13]([O:17][C:18](O[C:18]([O:17][C:13]([CH3:16])([CH3:15])[CH3:14])=[O:19])=[O:19])([CH3:16])([CH3:15])[CH3:14], predict the reaction product. (3) Given the reactants C[O-].[Na+:3].[CH3:4][O:5][CH:6]=[O:7].C1(=O)[O:12][CH2:11][CH2:10][CH2:9]1, predict the reaction product. The product is: [O:7]=[C:6]1[O:5][CH2:4][CH2:9]/[C:10]/1=[CH:11]/[O-:12].[Na+:3]. (4) Given the reactants [C:1](/[CH:3]=[CH:4]/[S:5]([C:8]1[CH:13]=[CH:12][C:11]([C:14]([CH3:19])([CH3:18])[C:15]([OH:17])=O)=[CH:10][CH:9]=1)(=[O:7])=[O:6])#[N:2].[CH:20]1([CH2:23][NH2:24])[CH2:22][CH2:21]1.Cl.CN(C)CCCN=C=NCC.ON1C2C=CC=CC=2N=N1.C(=O)(O)[O-].[Na+], predict the reaction product. The product is: [C:1](/[CH:3]=[CH:4]/[S:5]([C:8]1[CH:9]=[CH:10][C:11]([C:14]([CH3:19])([CH3:18])[C:15]([NH:24][CH2:23][CH:20]2[CH2:22][CH2:21]2)=[O:17])=[CH:12][CH:13]=1)(=[O:6])=[O:7])#[N:2]. (5) Given the reactants [F:1][C:2]1[C:7]([OH:8])=[CH:6][CH:5]=[CH:4][N:3]=1.[OH-].[Na+].[Br:11]Br.S([O-])([O-])=O.[Na+].[Na+], predict the reaction product. The product is: [Br:11][C:4]1[N:3]=[C:2]([F:1])[C:7]([OH:8])=[CH:6][CH:5]=1. (6) Given the reactants C(OC(=O)[NH:7][C:8]1([CH2:16][CH2:17][C:18]2[CH:23]=[CH:22][C:21]([O:24][CH2:25][CH2:26][CH2:27][CH2:28][CH2:29][CH3:30])=[C:20]([C:31]([F:34])([F:33])[F:32])[CH:19]=2)[CH2:13][O:12]C(C)(C)[O:10][CH2:9]1)(C)(C)C.[ClH:36], predict the reaction product. The product is: [ClH:36].[NH2:7][C:8]([CH2:16][CH2:17][C:18]1[CH:23]=[CH:22][C:21]([O:24][CH2:25][CH2:26][CH2:27][CH2:28][CH2:29][CH3:30])=[C:20]([C:31]([F:32])([F:33])[F:34])[CH:19]=1)([CH2:9][OH:10])[CH2:13][OH:12]. (7) Given the reactants [CH3:1][O:2][C:3]1[CH:4]=[C:5]2[C:10](=[CH:11][C:12]=1[O:13][CH3:14])[N:9]=[CH:8][N:7]=[C:6]2[O:15][C:16]1[CH:22]=[CH:21][C:19]([NH2:20])=[CH:18][C:17]=1[CH3:23].ClC(Cl)(O[C:28](=[O:34])OC(Cl)(Cl)Cl)Cl.[CH2:36]([NH2:39])[CH2:37][CH3:38].CO, predict the reaction product. The product is: [CH3:1][O:2][C:3]1[CH:4]=[C:5]2[C:10](=[CH:11][C:12]=1[O:13][CH3:14])[N:9]=[CH:8][N:7]=[C:6]2[O:15][C:16]1[CH:22]=[CH:21][C:19]([NH:20][C:28]([NH:39][CH2:36][CH2:37][CH3:38])=[O:34])=[CH:18][C:17]=1[CH3:23].